This data is from Forward reaction prediction with 1.9M reactions from USPTO patents (1976-2016). The task is: Predict the product of the given reaction. (1) Given the reactants [C:1]([O:4][C@@H:5]1[C@@H:18]([O:19][C:20](=[O:22])[CH3:21])[C@H:17]([O:23][C:24](=[O:26])[CH3:25])[CH2:16][S:15][C@H:6]1[O:7][C:8]1[CH:13]=[CH:12][CH:11]=[C:10](I)[CH:9]=1)(=[O:3])[CH3:2].[N:27]1[CH:32]=[CH:31][CH:30]=[C:29](B(O)O)[CH:28]=1, predict the reaction product. The product is: [C:1]([O:4][C@@H:5]1[C@@H:18]([O:19][C:20](=[O:22])[CH3:21])[C@H:17]([O:23][C:24](=[O:26])[CH3:25])[CH2:16][S:15][C@H:6]1[O:7][C:8]1[CH:13]=[CH:12][CH:11]=[C:10]([C:29]2[CH:28]=[N:27][CH:32]=[CH:31][CH:30]=2)[CH:9]=1)(=[O:3])[CH3:2]. (2) Given the reactants COC(=O)C(O)=CC(=O)N(CC1C=CC(F)=CC=1)C.C=O.[S:22]1[CH:26]=[CH:25][CH:24]=[C:23]1[CH2:27][CH2:28][NH2:29].[F:30][C:31]1[CH:49]=[CH:48][C:34]([CH2:35][N:36]([CH3:47])[C:37]([C:39]2[CH2:40]N(C)[C:42](=[O:45])[C:43]=2[OH:44])=[O:38])=[CH:33][CH:32]=1, predict the reaction product. The product is: [F:30][C:31]1[CH:49]=[CH:48][C:34]([CH2:35][N:36]([CH3:47])[C:37]([C:39]2[CH2:40][N:29]([CH2:28][CH2:27][C:23]3[S:22][CH:26]=[CH:25][CH:24]=3)[C:42](=[O:45])[C:43]=2[OH:44])=[O:38])=[CH:33][CH:32]=1. (3) Given the reactants [CH:1]1([NH2:7])[CH2:6][CH2:5][CH2:4][CH2:3][CH2:2]1.[CH:8]1([C:11]2[N:16]=[C:15]([C:17]([NH:19][C:20]3[CH:28]=[N:27][CH:26]=[CH:25][C:21]=3[C:22](O)=[O:23])=[O:18])[C:14]([NH:29][C:30]3[CH:31]=[N:32][CH:33]=[N:34][CH:35]=3)=[CH:13][CH:12]=2)[CH2:10][CH2:9]1, predict the reaction product. The product is: [CH:1]1([NH:7][C:22]([C:21]2[CH:25]=[CH:26][N:27]=[CH:28][C:20]=2[NH:19][C:17]([C:15]2[C:14]([NH:29][C:30]3[CH:31]=[N:32][CH:33]=[N:34][CH:35]=3)=[CH:13][CH:12]=[C:11]([CH:8]3[CH2:10][CH2:9]3)[N:16]=2)=[O:18])=[O:23])[CH2:6][CH2:5][CH2:4][CH2:3][CH2:2]1. (4) Given the reactants [C:1](OC(=O)C)(=[O:3])[CH3:2].[CH2:8]([O:10][C:11]1[CH:12]=[C:13]([C:20]2[C@@H:29]3[C@@H:24]([CH2:25][CH:26]=[CH:27][CH2:28]3)[C:23](=[O:30])[N:22]([CH:31]3[CH2:36][CH2:35][N:34](S(C4C=CC(C)=CC=4)(=O)=O)[CH2:33][CH2:32]3)[N:21]=2)[CH:14]=[CH:15][C:16]=1[O:17][CH2:18][CH3:19])[CH3:9], predict the reaction product. The product is: [C:1]([N:34]1[CH2:35][CH2:36][CH:31]([N:22]2[N:21]=[C:20]([C:13]3[CH:14]=[CH:15][C:16]([O:17][CH2:18][CH3:19])=[C:11]([O:10][CH2:8][CH3:9])[CH:12]=3)[C@@H:29]3[C@@H:24]([CH2:25][CH:26]=[CH:27][CH2:28]3)[C:23]2=[O:30])[CH2:32][CH2:33]1)(=[O:3])[CH3:2]. (5) Given the reactants [F:1][C:2]1[CH:3]=[C:4]([C@@H:9]2[C:14]([C:15]([OH:17])=O)=[C:13]([CH2:18][O:19][CH3:20])[NH:12][C:11](=[O:21])[NH:10]2)[CH:5]=[CH:6][C:7]=1[F:8].C(Cl)CCl.CN1CCOCC1.[N+:33]([C:36]1[CH:37]=[C:38]([C:42]2[CH2:43][CH2:44][N:45]([CH2:48][CH2:49][CH2:50][NH2:51])[CH2:46][CH:47]=2)[CH:39]=[CH:40][CH:41]=1)([O-:35])=[O:34], predict the reaction product. The product is: [F:1][C:2]1[CH:3]=[C:4]([C@@H:9]2[C:14]([C:15]([NH:51][CH2:50][CH2:49][CH2:48][N:45]3[CH2:44][CH:43]=[C:42]([C:38]4[CH:39]=[CH:40][CH:41]=[C:36]([N+:33]([O-:35])=[O:34])[CH:37]=4)[CH2:47][CH2:46]3)=[O:17])=[C:13]([CH2:18][O:19][CH3:20])[NH:12][C:11](=[O:21])[NH:10]2)[CH:5]=[CH:6][C:7]=1[F:8]. (6) Given the reactants [CH:1]1[C:13]2[CH:12]([CH2:14][O:15][C:16]([NH:18][C@H:19]([C:30]([NH2:32])=[O:31])[CH2:20][O:21][CH2:22][C:23]([O:25]C(C)(C)C)=[O:24])=[O:17])[C:11]3[C:6](=[CH:7][CH:8]=[CH:9][CH:10]=3)[C:5]=2[CH:4]=[CH:3][CH:2]=1.Cl, predict the reaction product. The product is: [CH:1]1[C:13]2[CH:12]([CH2:14][O:15][C:16]([NH:18][C@H:19]([C:30]([NH2:32])=[O:31])[CH2:20][O:21][CH2:22][C:23]([OH:25])=[O:24])=[O:17])[C:11]3[C:6](=[CH:7][CH:8]=[CH:9][CH:10]=3)[C:5]=2[CH:4]=[CH:3][CH:2]=1.